From a dataset of Catalyst prediction with 721,799 reactions and 888 catalyst types from USPTO. Predict which catalyst facilitates the given reaction. (1) Reactant: C([O:4][C@H:5]([C:7]1[O:11][N:10]=[C:9]([C:12]2[CH:17]=[C:16]([F:18])[CH:15]=[C:14]([C:19]([F:22])([F:21])[F:20])[CH:13]=2)[N:8]=1)[CH3:6])(=O)C.C(=O)([O-])[O-].[K+].[K+]. Product: [F:18][C:16]1[CH:15]=[C:14]([C:19]([F:21])([F:20])[F:22])[CH:13]=[C:12]([C:9]2[N:8]=[C:7]([C@@H:5]([OH:4])[CH3:6])[O:11][N:10]=2)[CH:17]=1. The catalyst class is: 5. (2) Reactant: [CH3:1][C@H:2]1[NH:7][C@@H:6]([CH3:8])[CH2:5][N:4]([CH2:9][C:10]2[CH:15]=[CH:14][C:13]([C:16]3[C:17]([S:22]([N:25]4[CH2:30][CH2:29][C:28](=O)[CH2:27][CH2:26]4)(=[O:24])=[O:23])=[N:18][CH:19]=[CH:20][CH:21]=3)=[CH:12][C:11]=2[F:32])[CH2:3]1.[F:33][C:34]1[CH:40]=[CH:39][CH:38]=[CH:37][C:35]=1[NH2:36].C(O)(=O)C. Product: [CH3:1][C@H:2]1[NH:7][C@@H:6]([CH3:8])[CH2:5][N:4]([CH2:9][C:10]2[CH:15]=[CH:14][C:13]([C:16]3[C:17]([S:22]([N:25]4[CH2:30][CH2:29][CH:28]([NH:36][C:35]5[CH:37]=[CH:38][CH:39]=[CH:40][C:34]=5[F:33])[CH2:27][CH2:26]4)(=[O:24])=[O:23])=[N:18][CH:19]=[CH:20][CH:21]=3)=[CH:12][C:11]=2[F:32])[CH2:3]1. The catalyst class is: 26. (3) Reactant: Br[CH2:2][C:3]([C:5]1[CH:10]=[CH:9][C:8]([N+:11]([O-:13])=[O:12])=[CH:7][CH:6]=1)=[O:4].[BH4-].[Na+].C(=O)([O-])[O-].[K+].[K+]. Product: [N+:11]([C:8]1[CH:9]=[CH:10][C:5]([CH:3]2[CH2:2][O:4]2)=[CH:6][CH:7]=1)([O-:13])=[O:12]. The catalyst class is: 5. (4) Reactant: [N+:1]([C:4]1[CH:8]=[N:7][NH:6][C:5]=1[C:9]([OH:11])=O)([O-:3])=[O:2].C(Cl)(=O)C(Cl)=O.C[N:19](C)C=O. Product: [N+:1]([C:4]1[CH:8]=[N:7][NH:6][C:5]=1[C:9]([NH2:19])=[O:11])([O-:3])=[O:2]. The catalyst class is: 4. (5) Reactant: Cl([O-])=O.[Na+].[Cl:5][C:6]1[CH:13]=[CH:12][C:9]([CH:10]=[O:11])=[CH:8][C:7]=1[F:14].C([OH:19])(C)(C)C.O. Product: [Cl:5][C:6]1[CH:13]=[CH:12][C:9]([C:10]([OH:19])=[O:11])=[CH:8][C:7]=1[F:14]. The catalyst class is: 13. (6) Reactant: [C:1]([O:4][C@H:5]1[CH2:22][CH2:21][C@@:20]2([CH3:23])[C@@H:7]([CH2:8][CH2:9][C@:10]3([CH3:34])[C@@H:19]2[CH2:18][CH2:17][C@H:16]2[C@@:11]3([CH3:33])[CH2:12][CH2:13][C@@:14]3([C:30](O)=[O:31])[CH2:26][CH2:25][C@@H:24]([C:27]([CH3:29])=[CH2:28])[C@@H:15]32)[C:6]1([CH3:36])[CH3:35])(=[O:3])[CH3:2].O1C=CC=C1Cl.[C:43]1([C:49]2[NH:53][C:52]([C@@H:54]3[CH2:58][CH2:57][CH2:56][NH:55]3)=[N:51][CH:50]=2)[CH:48]=[CH:47][CH:46]=[CH:45][CH:44]=1. Product: [C:1]([O:4][C@H:5]1[CH2:22][CH2:21][C@@:20]2([CH3:23])[C@@H:7]([CH2:8][CH2:9][C@:10]3([CH3:34])[C@@H:19]2[CH2:18][CH2:17][C@H:16]2[C@@:11]3([CH3:33])[CH2:12][CH2:13][C@@:14]3([C:30]([N:55]4[CH2:56][CH2:57][CH2:58][C@H:54]4[C:52]4[NH:53][C:49]([C:43]5[CH:44]=[CH:45][CH:46]=[CH:47][CH:48]=5)=[CH:50][N:51]=4)=[O:31])[CH2:26][CH2:25][C@@H:24]([C:27]([CH3:29])=[CH2:28])[C@@H:15]32)[C:6]1([CH3:36])[CH3:35])(=[O:3])[CH3:2]. The catalyst class is: 2. (7) Reactant: Cl/[C:2](=[N:8]/[NH:9][C:10]1[CH:15]=[C:14]([F:16])[CH:13]=[CH:12][C:11]=1[O:17][CH2:18]/[CH:19]=[CH:20]/[C:21]1[CH:26]=[CH:25][CH:24]=[CH:23][CH:22]=1)/[C:3]([O:5][CH2:6][CH3:7])=[O:4].C(N(CC)CC)C.CCOC(C)=O. Product: [F:16][C:14]1[CH:13]=[CH:12][C:11]2[O:17][CH2:18][C@@H:19]3[C@H:20]([C:21]4[CH:26]=[CH:25][CH:24]=[CH:23][CH:22]=4)[C:2]([C:3]([O:5][CH2:6][CH3:7])=[O:4])=[N:8][N:9]3[C:10]=2[CH:15]=1. The catalyst class is: 11.